This data is from Catalyst prediction with 721,799 reactions and 888 catalyst types from USPTO. The task is: Predict which catalyst facilitates the given reaction. (1) Reactant: [CH3:1][CH:2]1[CH2:6][CH2:5][CH2:4][NH:3]1.[Li]CCCC.[Br:12][C:13]1[CH:22]=[CH:21][C:20]2[C:15](=[CH:16][CH:17]=[C:18]([CH:23]=[CH2:24])[CH:19]=2)[CH:14]=1. Product: [Br:12][C:13]1[CH:14]=[C:15]2[C:20](=[CH:21][CH:22]=1)[CH:19]=[C:18]([CH2:23][CH2:24][N:3]1[CH2:4][CH2:5][CH2:6][CH:2]1[CH3:1])[CH:17]=[CH:16]2. The catalyst class is: 1. (2) Reactant: [Br-].CP([C:16]1[CH:21]=[CH:20][CH:19]=[CH:18][CH:17]=1)([C:16]1[CH:21]=[CH:20][CH:19]=[CH:18][CH:17]=1)[C:16]1[CH:21]=[CH:20][CH:19]=[CH:18][CH:17]=1.CC(C)([O-])C.[K+].[C:28]1(/C=C/C=O)[CH:33]=CC=[CH:30][CH:29]=1.O. Product: [CH:33](/[C:16]1[CH:17]=[CH:18][CH:19]=[CH:20][CH:21]=1)=[CH:28]\[CH:29]=[CH2:30]. The catalyst class is: 1. (3) Reactant: Br[CH2:2][CH2:3][CH:4]=[C:5]([C:12]1[CH:17]=[CH:16][CH:15]=[CH:14][CH:13]=1)[C:6]1[CH:11]=[CH:10][CH:9]=[CH:8][CH:7]=1.Cl.[CH2:19]([O:21][C:22](=[O:25])[CH2:23][NH2:24])[CH3:20].C(=O)([O-])[O-].[K+].[K+].[I-].[K+]. Product: [CH2:19]([O:21][C:22](=[O:25])[CH2:23][NH:24][CH2:2][CH2:3][CH:4]=[C:5]([C:12]1[CH:17]=[CH:16][CH:15]=[CH:14][CH:13]=1)[C:6]1[CH:11]=[CH:10][CH:9]=[CH:8][CH:7]=1)[CH3:20]. The catalyst class is: 10.